This data is from Forward reaction prediction with 1.9M reactions from USPTO patents (1976-2016). The task is: Predict the product of the given reaction. (1) Given the reactants Br[C:2]1[S:6][C:5]([C:7]([O:9][CH3:10])=[O:8])=[CH:4][CH:3]=1.[Cl:11][C:12]1[CH:17]=[CH:16][CH:15]=[CH:14][C:13]=1B(O)O.C(=O)([O-])[O-].[Na+].[Na+], predict the reaction product. The product is: [Cl:11][C:12]1[CH:17]=[CH:16][CH:15]=[CH:14][C:13]=1[C:2]1[S:6][C:5]([C:7]([O:9][CH3:10])=[O:8])=[CH:4][CH:3]=1. (2) Given the reactants S1C(C2C=CN=C([NH:12][CH2:13][CH2:14][CH2:15][N:16]3[CH2:21][CH2:20][N:19]([CH3:22])[CH2:18][CH2:17]3)N=2)=CC2C=CC=CC1=2.[Br:27][C:28]1[CH:29]=[CH:30][C:31]2[CH:35]=[C:34]([C:36]3[C:41]([Cl:42])=[CH:40][N:39]=[C:38](Cl)[N:37]=3)[S:33][C:32]=2[CH:44]=1, predict the reaction product. The product is: [ClH:42].[ClH:42].[ClH:42].[Br:27][C:28]1[CH:29]=[CH:30][C:31]2[CH:35]=[C:34]([C:36]3[C:41]([Cl:42])=[CH:40][N:39]=[C:38]([NH:12][CH2:13][CH2:14][CH2:15][N:16]4[CH2:17][CH2:18][N:19]([CH3:22])[CH2:20][CH2:21]4)[N:37]=3)[S:33][C:32]=2[CH:44]=1. (3) The product is: [CH2:14]([NH:21][CH2:6][C@H:7]1[CH2:11][O:10][C:9]([CH3:12])([CH3:13])[O:8]1)[C:15]1[CH:20]=[CH:19][CH:18]=[CH:17][CH:16]=1. Given the reactants CS(O[CH2:6][C@H:7]1[CH2:11][O:10][C:9]([CH3:13])([CH3:12])[O:8]1)(=O)=O.[CH2:14]([NH2:21])[C:15]1[CH:20]=[CH:19][CH:18]=[CH:17][CH:16]=1, predict the reaction product. (4) Given the reactants [NH2:1][C:2]1[CH:3]=[CH:4][C:5]([C:9]#[N:10])=[N:6][C:7]=1I.C([O-])([O-])=O.[Cs+].[Cs+].Cl.[C:18]([C:20]1[CH:25]=[CH:24][N:23]=[CH:22][CH:21]=1)#[CH:19].C(Cl)Cl, predict the reaction product. The product is: [NH2:1][C:2]1[CH:3]=[CH:4][C:5]([C:9]#[N:10])=[N:6][C:7]=1[C:19]#[C:18][C:20]1[CH:25]=[CH:24][N:23]=[CH:22][CH:21]=1. (5) Given the reactants [CH3:1][N:2]1[CH2:7][CH2:6][C:5](NC)([C:8]2[CH:13]=[CH:12][CH:11]=[CH:10][CH:9]=2)[CH2:4][CH2:3]1.[CH:16](=O)[C:17]1[CH:22]=[CH:21][CH:20]=[CH:19][CH:18]=1.[BH4-].[Na+].[CH:26]([C:29]1[CH:34]=[CH:33][CH:32]=[C:31]([CH:35]([CH3:37])[CH3:36])[C:30]=1[N:38]=[C:39]=[O:40])([CH3:28])[CH3:27].[CH3:41][N:42](C)C=O, predict the reaction product. The product is: [CH2:16]([N:42]([CH2:41][C:5]1([C:8]2[CH:9]=[CH:10][CH:11]=[CH:12][CH:13]=2)[CH2:4][CH2:3][N:2]([CH3:1])[CH2:7][CH2:6]1)[C:39]([NH:38][C:30]1[C:31]([CH:35]([CH3:36])[CH3:37])=[CH:32][CH:33]=[CH:34][C:29]=1[CH:26]([CH3:27])[CH3:28])=[O:40])[C:17]1[CH:22]=[CH:21][CH:20]=[CH:19][CH:18]=1.